From a dataset of Full USPTO retrosynthesis dataset with 1.9M reactions from patents (1976-2016). Predict the reactants needed to synthesize the given product. (1) Given the product [CH2:1]([O:8][C@H:9]1[C@H:14]([O:15][CH2:16][C:17]2[CH:18]=[CH:19][CH:20]=[CH:21][CH:22]=2)[C@@H:13]([O:23][CH2:24][C:25]2[CH:26]=[CH:27][CH:28]=[CH:29][CH:30]=2)[C@@:12]([C:33]2[CH:38]=[CH:37][C:36]([Cl:39])=[C:35]([CH2:40][C:41]3[CH:42]=[CH:43][C:44]([O:47][C:48]([F:51])([F:50])[F:49])=[CH:45][CH:46]=3)[CH:34]=2)([O:31][CH3:32])[O:11][C:10]1([CH2:54][OH:55])[CH2:52][OH:53])[C:2]1[CH:3]=[CH:4][CH:5]=[CH:6][CH:7]=1, predict the reactants needed to synthesize it. The reactants are: [CH2:1]([O:8][C@H:9]1[C@H:14]([O:15][CH2:16][C:17]2[CH:22]=[CH:21][CH:20]=[CH:19][CH:18]=2)[C@@H:13]([O:23][CH2:24][C:25]2[CH:30]=[CH:29][CH:28]=[CH:27][CH:26]=2)[C@@:12]([C:33]2[CH:38]=[CH:37][C:36]([Cl:39])=[C:35]([CH2:40][C:41]3[CH:46]=[CH:45][C:44]([O:47][C:48]([F:51])([F:50])[F:49])=[CH:43][CH:42]=3)[CH:34]=2)([O:31][CH3:32])[O:11][C@@:10]1([CH2:54][OH:55])[CH:52]=[O:53])[C:2]1[CH:7]=[CH:6][CH:5]=[CH:4][CH:3]=1.[BH4-].[Na+]. (2) Given the product [CH3:17][N:13]1[CH:14]=[CH:15][N:16]=[C:12]1[C:9]1[CH:10]=[C:11]2[C:6](=[CH:7][CH:8]=1)[CH:5]=[N:4][CH:3]=[C:2]2[C:27]1[CH:26]=[CH:25][C:24]([C:22]2[CH:21]=[N:20][N:19]([CH3:18])[CH:23]=2)=[CH:29][CH:28]=1, predict the reactants needed to synthesize it. The reactants are: Cl[C:2]1[C:11]2[C:6](=[CH:7][CH:8]=[C:9]([C:12]3[N:13]([CH3:17])[CH:14]=[CH:15][N:16]=3)[CH:10]=2)[CH:5]=[N:4][CH:3]=1.[CH3:18][N:19]1[CH:23]=[C:22]([C:24]2[CH:29]=[CH:28][C:27](B3OC(C)(C)C(C)(C)O3)=[CH:26][CH:25]=2)[CH:21]=[N:20]1.C(Cl)Cl.C(=O)([O-])[O-].[Na+].[Na+].O. (3) Given the product [N:1]1[C:10]2[C:5](=[CH:6][CH:7]=[CH:8][CH:9]=2)[CH:4]=[CH:3][C:2]=1[CH2:11][O:12][C:13]1[CH:17]=[C:16]([CH2:18][OH:19])[O:15][N:14]=1, predict the reactants needed to synthesize it. The reactants are: [N:1]1[C:10]2[C:5](=[CH:6][CH:7]=[CH:8][CH:9]=2)[CH:4]=[CH:3][C:2]=1[CH2:11][O:12][C:13]1[CH:17]=[C:16]([C:18](OC)=[O:19])[O:15][N:14]=1.[H-].C([Al+]CC(C)C)C(C)C.Cl. (4) Given the product [C:16](#[N:19])[CH3:15].[OH2:2].[NH4+:32].[OH-:12].[OH:12][C@@H:13]1[CH2:18][CH2:17][C@H:16]([N:19]2[CH2:23][CH2:22][C@@:21]3([CH2:28][CH2:27][CH2:26][N:25]([C:1]([N:37]4[CH2:38][CH:39]([CH2:41][NH:42][C@@H:49]5[CH2:51][C@H:50]5[C:52]5[CH:57]=[CH:56][CH:55]=[CH:54][CH:53]=5)[CH2:40]4)=[O:2])[CH2:24]3)[C:20]2=[O:29])[CH2:15][CH2:14]1, predict the reactants needed to synthesize it. The reactants are: [C:1](Cl)(Cl)=[O:2].C1(C)C=CC=CC=1.[OH:12][C@@H:13]1[CH2:18][CH2:17][C@H:16]([N:19]2[CH2:23][CH2:22][C@@:21]3([CH2:28][CH2:27][CH2:26][NH:25][CH2:24]3)[C:20]2=[O:29])[CH2:15][CH2:14]1.C([N:32](CC)CC)C.[NH:37]1[CH2:40][CH:39]([CH2:41][N:42]([C@@H:49]2[CH2:51][C@H:50]2[C:52]2[CH:57]=[CH:56][CH:55]=[CH:54][CH:53]=2)C(=O)C(F)(F)F)[CH2:38]1.[OH-].[Na+]. (5) Given the product [CH3:1][O:2][C:3](=[O:19])[CH:4]([NH:8][C:9](=[O:18])[C:10]1[C:11]([Cl:17])=[CH:12][CH:13]=[CH:14][C:15]=1[Cl:16])[CH2:5]/[CH:6]=[CH:7]/[C:21]1[CH:22]=[CH:23][C:24]([C:27]2([O:34][CH3:35])[CH2:33][CH2:32][CH2:31][O:30][CH2:29][CH2:28]2)=[CH:25][CH:26]=1, predict the reactants needed to synthesize it. The reactants are: [CH3:1][O:2][C:3](=[O:19])[CH:4]([NH:8][C:9](=[O:18])[C:10]1[C:15]([Cl:16])=[CH:14][CH:13]=[CH:12][C:11]=1[Cl:17])[CH2:5][CH:6]=[CH2:7].I[C:21]1[CH:26]=[CH:25][C:24]([C:27]2([O:34][CH3:35])[CH2:33][CH2:32][CH2:31][O:30][CH2:29][CH2:28]2)=[CH:23][CH:22]=1. (6) The reactants are: [CH3:1][C:2]1[C:3]([N:8](COCCOC)[S:9]([C:12]2[S:13][C:14]([CH3:44])=[CH:15][C:16]=2[C:17]2[CH:22]=[CH:21][C:20]([CH2:23][N:24]3[C:32]4[CH:31]=[C:30]([CH3:33])[N:29]=[C:28]([CH3:34])[C:27]=4[C:26]([C:35]4[S:36][CH:37]=[CH:38][CH:39]=4)=[N:25]3)=[CH:19][C:18]=2[CH2:40][O:41][CH2:42][CH3:43])(=[O:11])=[O:10])=[N:4][O:5][C:6]=1[CH3:7].C(O)C.Cl.C(=O)(O)[O-].[Na+]. Given the product [CH3:1][C:2]1[C:3]([NH:8][S:9]([C:12]2[S:13][C:14]([CH3:44])=[CH:15][C:16]=2[C:17]2[CH:22]=[CH:21][C:20]([CH2:23][N:24]3[C:32]4[CH:31]=[C:30]([CH3:33])[N:29]=[C:28]([CH3:34])[C:27]=4[C:26]([C:35]4[S:36][CH:37]=[CH:38][CH:39]=4)=[N:25]3)=[CH:19][C:18]=2[CH2:40][O:41][CH2:42][CH3:43])(=[O:11])=[O:10])=[N:4][O:5][C:6]=1[CH3:7], predict the reactants needed to synthesize it. (7) Given the product [ClH:57].[ClH:57].[OH:1][C:2]1[CH:3]=[CH:4][C:5]([N:8]([CH3:56])[C:9]([C:11]2[CH:12]=[C:13]([C:20]3[CH:21]=[C:22]4[C:27](=[CH:28][C:29]=3[C:30]([N:32]3[C@H:41]([CH2:42][N:43]5[CH2:44][CH2:45][O:46][CH2:47][CH2:48]5)[CH2:40][C:39]5[C:34](=[CH:35][CH:36]=[CH:37][CH:38]=5)[CH2:33]3)=[O:31])[CH2:26][NH:25][CH2:24][CH2:23]4)[N:14]3[C:19]=2[CH2:18][CH2:17][CH2:16][CH2:15]3)=[O:10])=[CH:6][CH:7]=1, predict the reactants needed to synthesize it. The reactants are: [OH:1][C:2]1[CH:7]=[CH:6][C:5]([N:8]([CH3:56])[C:9]([C:11]2[CH:12]=[C:13]([C:20]3[CH:21]=[C:22]4[C:27](=[CH:28][C:29]=3[C:30]([N:32]3[C@H:41]([CH2:42][N:43]5[CH2:48][CH2:47][O:46][CH2:45][CH2:44]5)[CH2:40][C:39]5[C:34](=[CH:35][CH:36]=[CH:37][CH:38]=5)[CH2:33]3)=[O:31])[CH2:26][N:25](C(OC(C)(C)C)=O)[CH2:24][CH2:23]4)[N:14]3[C:19]=2[CH2:18][CH2:17][CH2:16][CH2:15]3)=[O:10])=[CH:4][CH:3]=1.[ClH:57].CC(O)C.